From a dataset of Retrosynthesis with 50K atom-mapped reactions and 10 reaction types from USPTO. Predict the reactants needed to synthesize the given product. Given the product Cc1ncc(-c2cccc(Nc3nnc(Cc4ccc(F)cc4)c4ccccc34)c2)n1C, predict the reactants needed to synthesize it. The reactants are: Cc1ncc(-c2cccc(N)c2)n1C.Fc1ccc(Cc2nnc(Cl)c3ccccc23)cc1.